The task is: Predict the reaction yield, written as a fraction of the theoretical maximum amount of product (1.0 means a 100% yield; for example, 0.34 means a 34% yield).. This data is from Reaction yield outcomes from USPTO patents with 853,638 reactions. (1) The reactants are N12CCCN=C1CCCCC2.[CH:12]([C:14]([CH2:16]C)=[O:15])=[CH2:13].[CH2:18]([O:20][C:21](=[O:34])[CH2:22][NH:23][S:24]([C:27]1[CH:32]=[CH:31][C:30]([CH3:33])=[CH:29][CH:28]=1)(=[O:26])=[O:25])[CH3:19]. The catalyst is C1COCC1.CCOCC. The product is [CH2:18]([O:20][C:21]([CH:22]1[C:14]([OH:15])([CH3:16])[CH2:12][CH2:13][N:23]1[S:24]([C:27]1[CH:28]=[CH:29][C:30]([CH3:33])=[CH:31][CH:32]=1)(=[O:25])=[O:26])=[O:34])[CH3:19]. The yield is 0.760. (2) The reactants are [NH:1]([C:3]1[CH:12]=[CH:11][CH:10]=[C:9]2[C:4]=1[CH:5]=[CH:6][CH:7]=[N:8]2)[NH2:2].[C:13]1([CH:19]([CH2:23][C:24]2[CH:29]=[CH:28][CH:27]=[CH:26][CH:25]=2)[C:20](O)=[O:21])[CH:18]=[CH:17][CH:16]=[CH:15][CH:14]=1. No catalyst specified. The product is [C:13]1([CH:19]([CH2:23][C:24]2[CH:25]=[CH:26][CH:27]=[CH:28][CH:29]=2)[C:20]([NH:2][NH:1][C:3]2[CH:12]=[CH:11][CH:10]=[C:9]3[C:4]=2[CH:5]=[CH:6][CH:7]=[N:8]3)=[O:21])[CH:14]=[CH:15][CH:16]=[CH:17][CH:18]=1. The yield is 0.200. (3) The reactants are [Sn:1](OC)([CH2:10][CH2:11][CH2:12][CH3:13])([CH2:6][CH2:7][CH2:8][CH3:9])[CH2:2][CH2:3][CH2:4][CH3:5].[CH2:16]([N:19]1[C:23](=[O:24])[C:22]2=[CH:25][CH:26]=[CH:27][CH:28]=[C:21]2[C:20]1=[O:29])[C:17]#[CH:18]. The catalyst is C1COCC1.C(OCC)(=O)C.[Zn+2].[Br-].[Br-]. The product is [CH2:10]([Sn:1]([CH2:2][CH2:3][CH2:4][CH3:5])([CH2:6][CH2:7][CH2:8][CH3:9])[C:18]#[C:17][CH2:16][N:19]1[C:23](=[O:24])[C:22]2[C:21](=[CH:28][CH:27]=[CH:26][CH:25]=2)[C:20]1=[O:29])[CH2:11][CH2:12][CH3:13]. The yield is 0.490. (4) The reactants are C([CH:8]([NH2:32])[C:9]1[CH:31]=[CH:30][C:12]([C:13]([NH:15][C:16]2[CH:21]=[CH:20][CH:19]=[CH:18][C:17]=2[NH:22]C(=O)OC(C)(C)C)=[O:14])=[CH:11][CH:10]=1)(OC(C)(C)C)=O.C(Cl)Cl.C(O)(C(F)(F)F)=O. No catalyst specified. The product is [NH2:32][CH2:8][C:9]1[CH:10]=[CH:11][C:12]([C:13]([NH:15][C:16]2[CH:21]=[CH:20][CH:19]=[CH:18][C:17]=2[NH2:22])=[O:14])=[CH:30][CH:31]=1. The yield is 1.00. (5) The reactants are [C:1]([O:5][C:6](=[O:17])[NH:7][C@H:8]([C:10]1[CH:15]=[CH:14][CH:13]=[C:12](Br)[CH:11]=1)[CH3:9])([CH3:4])([CH3:3])[CH3:2].Cl.[CH3:19][CH:20]1[O:25][CH2:24][CH2:23][NH:22][CH2:21]1.C(P(C(C)(C)C)C1C=CC=CC=1C1C=CC=CC=1)(C)(C)C.C(N(CC)CC)C.CC(C)([O-])C.[Na+]. The catalyst is C1(C)C=CC=CC=1.C([O-])(=O)C.[Pd+2].C([O-])(=O)C. The product is [C:1]([O:5][C:6](=[O:17])[NH:7][C@H:8]([C:10]1[CH:15]=[CH:14][CH:13]=[C:12]([N:22]2[CH2:23][CH2:24][O:25][CH:20]([CH3:19])[CH2:21]2)[CH:11]=1)[CH3:9])([CH3:4])([CH3:3])[CH3:2]. The yield is 0.580.